This data is from Peptide-MHC class II binding affinity with 134,281 pairs from IEDB. The task is: Regression. Given a peptide amino acid sequence and an MHC pseudo amino acid sequence, predict their binding affinity value. This is MHC class II binding data. The peptide sequence is IPAKKIIDWKGAN. The MHC is HLA-DQA10501-DQB10301 with pseudo-sequence HLA-DQA10501-DQB10301. The binding affinity (normalized) is 0.0501.